From a dataset of Reaction yield outcomes from USPTO patents with 853,638 reactions. Predict the reaction yield, written as a fraction of the theoretical maximum amount of product (1.0 means a 100% yield; for example, 0.34 means a 34% yield). (1) The reactants are [CH3:1][O:2][C:3]1[CH:8]=[CH:7][C:6]([NH2:9])=[CH:5][CH:4]=1.[C:10]([O:14][CH2:15][CH3:16])(=[O:13])[CH:11]=O.S([O-])([O-])(=O)=O.[Mg+2].C(N(CC)CC)C.[CH2:30]([O:37][CH2:38][C:39](Cl)=[O:40])[C:31]1[CH:36]=[CH:35][CH:34]=[CH:33][CH:32]=1. The catalyst is ClCCl.C1(C)C=CC=CC=1. The product is [CH2:30]([O:37][C@@H:38]1[C:39](=[O:40])[N:9]([C:6]2[CH:7]=[CH:8][C:3]([O:2][CH3:1])=[CH:4][CH:5]=2)[C@@H:11]1[C:10]([O:14][CH2:15][CH3:16])=[O:13])[C:31]1[CH:36]=[CH:35][CH:34]=[CH:33][CH:32]=1. The yield is 0.690. (2) The reactants are [Cl:1][C:2]1[CH:30]=[CH:29][C:5]([CH2:6][CH:7]2[CH2:12][CH:11]([C:13](=[C:15]3C(=O)O[C:18](C)([CH3:22])[O:17][C:16]3=[O:24])[OH:14])[CH2:10][CH2:9][N:8]2[C:25]([O:27][CH3:28])=[O:26])=[CH:4][CH:3]=1. The catalyst is CCO. The product is [Cl:1][C:2]1[CH:3]=[CH:4][C:5]([CH2:6][C@H:7]2[CH2:12][C@H:11]([C:13](=[O:14])[CH2:15][C:16]([O:17][CH2:18][CH3:22])=[O:24])[CH2:10][CH2:9][N:8]2[C:25]([O:27][CH3:28])=[O:26])=[CH:29][CH:30]=1.[Cl:1][C:2]1[CH:3]=[CH:4][C:5]([CH2:6][C@H:7]2[CH2:12][C@@H:11]([C:13](=[O:14])[CH2:15][C:16]([O:17][CH2:18][CH3:22])=[O:24])[CH2:10][CH2:9][N:8]2[C:25]([O:27][CH3:28])=[O:26])=[CH:29][CH:30]=1. The yield is 0.130. (3) The reactants are [CH2:1]([O:3][C:4](=[O:14])[CH2:5][C:6]1[N:7]=[C:8]([NH:11][CH:12]=[O:13])[S:9][CH:10]=1)[CH3:2].C[Si]([N-][Si](C)(C)C)(C)C.[K+].C(C1C=C(C(C)C)C=C(C(C)C)C=1S([N:43]=[N+:44]=[N-:45])(=O)=O)(C)C.C(O)(=O)C. The catalyst is C1COCC1. The product is [N:43]([CH:5]([C:6]1[N:7]=[C:8]([NH:11][CH:12]=[O:13])[S:9][CH:10]=1)[C:4]([O:3][CH2:1][CH3:2])=[O:14])=[N+:44]=[N-:45]. The yield is 0.800. (4) The reactants are [Cl:1][C:2]1[CH:7]=[C:6]([C:8]([CH3:26])([C:10](=O)[CH2:11][NH:12][C:13]([NH:15][C:16]2[CH:21]=[CH:20][C:19]([F:22])=[C:18]([O:23][CH3:24])[CH:17]=2)=[S:14])[CH3:9])[CH:5]=[CH:4][C:3]=1[S:27]([NH2:30])(=[O:29])=[O:28]. The catalyst is CC(O)=O. The product is [Cl:1][C:2]1[CH:7]=[C:6]([C:8]([C:10]2[N:15]([C:16]3[CH:21]=[CH:20][C:19]([F:22])=[C:18]([O:23][CH3:24])[CH:17]=3)[C:13]([SH:14])=[N:12][CH:11]=2)([CH3:26])[CH3:9])[CH:5]=[CH:4][C:3]=1[S:27]([NH2:30])(=[O:29])=[O:28]. The yield is 0.820. (5) The reactants are C1(C)C=CC(S(C[N+:11]#[C-])(=O)=O)=CC=1.[C:14]([O:18][CH3:19])(=[O:17])[CH:15]=[CH2:16].C[C:21]([CH3:24])([O-])C.[K+]. The catalyst is O1CCCC1. The product is [NH:11]1[CH:21]=[CH:24][C:15]([C:14]([O:18][CH3:19])=[O:17])=[CH:16]1. The yield is 0.490.